This data is from Forward reaction prediction with 1.9M reactions from USPTO patents (1976-2016). The task is: Predict the product of the given reaction. The product is: [C:1]([O:5][C:6](=[O:7])[NH:8][CH2:9][CH:10]([C:12]1[CH:20]=[CH:19][C:15]([C:16](=[O:18])[NH:59][CH2:52][C:53]2[CH:58]=[CH:57][CH:56]=[CH:55][CH:54]=2)=[CH:14][N:13]=1)[OH:11])([CH3:2])([CH3:3])[CH3:4]. Given the reactants [C:1]([O:5][C:6]([NH:8][CH2:9][CH:10]([C:12]1[CH:20]=[CH:19][C:15]([C:16]([OH:18])=O)=[CH:14][N:13]=1)[OH:11])=[O:7])([CH3:4])([CH3:3])[CH3:2].C(N(C(C)C)CC)(C)C.F[B-](F)(F)F.N1(OC(=[N+](C)C)N(C)C)C2C=CC=CC=2N=N1.[CH2:52]([NH2:59])[C:53]1[CH:58]=[CH:57][CH:56]=[CH:55][CH:54]=1, predict the reaction product.